Dataset: Experimentally validated miRNA-target interactions with 360,000+ pairs, plus equal number of negative samples. Task: Binary Classification. Given a miRNA mature sequence and a target amino acid sequence, predict their likelihood of interaction. Result: 1 (interaction). The protein sequence of the target gene is MNDDNSDRTEDGSRYVFIRDKNSNPSEYYQTSLSAQCPSVSHGDWNSDNPDAMVVDYEMDPAVDSSESVSLSHQCVEELAYPEPSSDFMGKHEFTMYSELTCQSPALVNTGKPQDLHSNCDSLEAIQDEKFDPLKPCECRSDDDYACGDSPEVLELKQTYGMKVDTANYTFIARHDIEQGQPLHAPGGLQTTVRDRNALSSCGRTPPHSSKMYVRGVNYNRENFENLQATPSKTLNTTFTVISDVLMQTDSPDVGVQGQNSLGNVTKEYTDGTRRGLIGEKEIQAVTLVSDGMEVPNGSA.... The miRNA is mmu-miR-340-5p with sequence UUAUAAAGCAAUGAGACUGAUU.